From a dataset of Catalyst prediction with 721,799 reactions and 888 catalyst types from USPTO. Predict which catalyst facilitates the given reaction. (1) Reactant: [NH2:1][C:2]1[CH:12]=[CH:11][C:5]([C:6]([O:8][CH2:9][CH3:10])=[O:7])=[CH:4][C:3]=1[NH:13][CH2:14][C:15]1[CH:20]=[CH:19][C:18]([Cl:21])=[CH:17][C:16]=1[Cl:22].S(=O)(=O)(O)O.C(O)(=O)C.[N:32]([O-])=O.[Na+]. Product: [Cl:22][C:16]1[CH:17]=[C:18]([Cl:21])[CH:19]=[CH:20][C:15]=1[CH2:14][N:13]1[C:3]2[CH:4]=[C:5]([C:6]([O:8][CH2:9][CH3:10])=[O:7])[CH:11]=[CH:12][C:2]=2[N:1]=[N:32]1. The catalyst class is: 30. (2) Reactant: Cl[C:2]1[C:11]([CH2:12][C:13]([F:16])([F:15])[F:14])=[C:10]([Cl:17])[C:9]2[C:4](=[CH:5][CH:6]=[C:7]([C:18]([C:30]3[N:34]([CH3:35])[CH:33]=[N:32][CH:31]=3)([C:20]3[CH:21]=[N:22][C:23]([C:26]([F:29])([F:28])[F:27])=[CH:24][CH:25]=3)[OH:19])[CH:8]=2)[N:3]=1.[NH:36]1[CH2:39][CH2:38][CH2:37]1.CN(C=O)C. Product: [N:36]1([C:2]2[C:11]([CH2:12][C:13]([F:14])([F:15])[F:16])=[C:10]([Cl:17])[C:9]3[C:4](=[CH:5][CH:6]=[C:7]([C:18]([C:30]4[N:34]([CH3:35])[CH:33]=[N:32][CH:31]=4)([C:20]4[CH:21]=[N:22][C:23]([C:26]([F:29])([F:27])[F:28])=[CH:24][CH:25]=4)[OH:19])[CH:8]=3)[N:3]=2)[CH2:39][CH2:38][CH2:37]1. The catalyst class is: 25. (3) Product: [Br:7][C:8]1[N:13]=[C:12]2[NH:14][CH:15]=[C:16]([CH3:17])[C:11]2=[CH:10][CH:9]=1. Reactant: [H-].[H-].[H-].[H-].[Li+].[Al+3].[Br:7][C:8]1[N:13]=[C:12]2[NH:14][CH:15]=[C:16]([CH:17]=O)[C:11]2=[CH:10][CH:9]=1. The catalyst class is: 1. (4) The catalyst class is: 3. Product: [Br:1][C:2]1[C:3]([O:13][CH2:21][CH3:22])=[C:4]([C:10](=[O:12])[CH3:11])[CH:5]=[C:6]([Cl:9])[C:7]=1[CH3:8]. Reactant: [Br:1][C:2]1[C:3]([OH:13])=[C:4]([C:10](=[O:12])[CH3:11])[CH:5]=[C:6]([Cl:9])[C:7]=1[CH3:8].C(=O)([O-])[O-].[K+].[K+].I[CH2:21][CH3:22].O. (5) Product: [Cl:26][C:23]1[CH:22]=[CH:21][C:20]([C:19]2[S:18](=[O:28])(=[O:27])[NH:17][C:16]([CH3:30])([CH3:29])[C:15]=2[CH2:14][NH:5][CH2:4][CH2:3][F:2])=[CH:25][CH:24]=1. Reactant: Cl.[F:2][CH2:3][CH2:4][NH2:5].C(N(CC)CC)C.Br[CH2:14][C:15]1[C:16]([CH3:30])([CH3:29])[NH:17][S:18](=[O:28])(=[O:27])[C:19]=1[C:20]1[CH:25]=[CH:24][C:23]([Cl:26])=[CH:22][CH:21]=1. The catalyst class is: 5. (6) Reactant: [NH:1]1[C:5]2[CH:6]=[C:7]([C:10]3[O:14][C:13]([SH:15])=[N:12][N:11]=3)[CH:8]=[CH:9][C:4]=2[N:3]=[CH:2]1.[CH2:16](Br)[C:17]1[CH:22]=[CH:21][CH:20]=[CH:19][CH:18]=1. Product: [CH2:16]([S:15][C:13]1[O:14][C:10]([C:7]2[CH:8]=[CH:9][C:4]3[NH:3][CH:2]=[N:1][C:5]=3[CH:6]=2)=[N:11][N:12]=1)[C:17]1[CH:22]=[CH:21][CH:20]=[CH:19][CH:18]=1. The catalyst class is: 14. (7) Reactant: C([O:5][C:6]([C@:8]1([C:20](=[O:25])[N:21]([O:23][CH3:24])[CH3:22])[C@@H:10]([C:11]2[CH:16]=[CH:15][CH:14]=[CH:13][CH:12]=2)[C@H:9]1[CH2:17][O:18][CH3:19])=[O:7])(C)(C)C. Product: [CH3:19][O:18][CH2:17][C@@H:9]1[C@H:10]([C:11]2[CH:16]=[CH:15][CH:14]=[CH:13][CH:12]=2)[C@@:8]1([C:20](=[O:25])[N:21]([O:23][CH3:24])[CH3:22])[C:6]([OH:7])=[O:5]. The catalyst class is: 330.